Dataset: Reaction yield outcomes from USPTO patents with 853,638 reactions. Task: Predict the reaction yield, written as a fraction of the theoretical maximum amount of product (1.0 means a 100% yield; for example, 0.34 means a 34% yield). (1) The reactants are [C:1]([O:5][C:6]([NH:8][C@H:9]1[CH2:14][CH2:13][C@H:12]([NH:15][C:16]2[C:17]([CH3:27])=[C:18]([CH:23]=[C:24]([Cl:26])[CH:25]=2)[C:19]([O:21][CH3:22])=[O:20])[CH2:11][CH2:10]1)=[O:7])([CH3:4])([CH3:3])[CH3:2].[CH:28](=O)[CH3:29].C(O[BH-](OC(=O)C)OC(=O)C)(=O)C.[Na+].C([O-])(O)=O.[Na+]. The catalyst is ClCCCl.C(O)(=O)C. The product is [C:1]([O:5][C:6]([NH:8][C@H:9]1[CH2:14][CH2:13][C@H:12]([N:15]([CH2:28][CH3:29])[C:16]2[C:17]([CH3:27])=[C:18]([CH:23]=[C:24]([Cl:26])[CH:25]=2)[C:19]([O:21][CH3:22])=[O:20])[CH2:11][CH2:10]1)=[O:7])([CH3:4])([CH3:3])[CH3:2]. The yield is 0.708. (2) The reactants are C[O:2][C:3](=[O:25])[CH2:4][C:5](=[O:24])[CH2:6][C:7]([CH:19]1[CH2:23][CH2:22][CH2:21][CH2:20]1)(O)[CH2:8][CH2:9][NH:10][C:11]([O:13][C:14]([CH3:17])([CH3:16])[CH3:15])=[O:12].[OH-].[Na+].C(O)(=O)C. The catalyst is CO. The product is [C:14]([O:13][C:11](=[O:12])[NH:10][CH2:9][CH2:8][C:7]1([CH:19]2[CH2:20][CH2:21][CH2:22][CH2:23]2)[CH2:6][C:5](=[O:24])[CH2:4][C:3](=[O:2])[O:25]1)([CH3:15])([CH3:16])[CH3:17]. The yield is 0.860. (3) The reactants are [F:1][C:2]([F:11])([F:10])[C:3]1[CH:9]=[CH:8][CH:7]=[CH:6][C:4]=1[NH2:5].C(N(CC)CC)C.[F:19][C:20]1[C:28]([N:29]([CH3:38])[C:30](=[O:37])[C:31]2[CH:36]=[CH:35][CH:34]=[CH:33][CH:32]=2)=[CH:27][CH:26]=[CH:25][C:21]=1[C:22](Cl)=[O:23].[OH-].[Na+]. The catalyst is O1CCCC1. The product is [F:19][C:20]1[C:28]([N:29]([CH3:38])[C:30](=[O:37])[C:31]2[CH:32]=[CH:33][CH:34]=[CH:35][CH:36]=2)=[CH:27][CH:26]=[CH:25][C:21]=1[C:22]([NH:5][C:4]1[CH:6]=[CH:7][CH:8]=[CH:9][C:3]=1[C:2]([F:10])([F:11])[F:1])=[O:23]. The yield is 0.910. (4) The reactants are C([O:3][C:4](=[O:24])[C:5]([O:8][C:9]1[CH:14]=[C:13]([O:15][CH3:16])[C:12]([CH:17]=[O:18])=[CH:11][C:10]=1[C:19]1[S:20][CH:21]=[CH:22][CH:23]=1)([CH3:7])[CH3:6])C.CO.[OH-].[Li+]. The catalyst is O1CCCC1.O. The product is [CH:17]([C:12]1[C:13]([O:15][CH3:16])=[CH:14][C:9]([O:8][C:5]([CH3:6])([CH3:7])[C:4]([OH:24])=[O:3])=[C:10]([C:19]2[S:20][CH:21]=[CH:22][CH:23]=2)[CH:11]=1)=[O:18]. The yield is 0.870. (5) The reactants are [O:1]=O.[Br:3][C:4]1[CH:16]=[CH:15][C:14]2[C:13]3[C:8](=[CH:9][C:10]([Br:17])=[CH:11][CH:12]=3)[CH2:7][C:6]=2[CH:5]=1.[OH-].[Na+]. The catalyst is [Br-].[NH4+].[NH4+].[NH4+].[NH4+].[Br-].[Br-].[Br-].C1(C)C=CC=CC=1. The product is [Br:3][C:4]1[C:5](=[O:1])[C:6]2[C:14](=[CH:15][CH:16]=1)[C:13]1[C:8](=[CH:9][C:10]([Br:17])=[CH:11][CH:12]=1)[CH:7]=2. The yield is 0.775. (6) The reactants are [F:1][C:2]([F:13])([F:12])[C:3]1[CH:11]=[CH:10][CH:9]=[CH:8][C:4]=1[CH:5]=[N:6][OH:7].[Cl:14]N1C(=O)CCC1=O. No catalyst specified. The product is [OH:7][N:6]=[C:5]([Cl:14])[C:4]1[CH:8]=[CH:9][CH:10]=[CH:11][C:3]=1[C:2]([F:12])([F:13])[F:1]. The yield is 0.930. (7) The yield is 0.690. The reactants are [Br:1][C:2]1[CH:3]=[C:4]([C:17]([O:19][CH3:20])=[O:18])[C:5]2[C:6]([CH:15]=O)=[CH:7][N:8]([CH:11]([CH2:13][CH3:14])[CH3:12])[C:9]=2[CH:10]=1.CC1C=CC(S(O)(=O)=O)=CC=1.S1(CCCC1)(=O)=O.C([BH3-])#N.[Na+]. The catalyst is CN(C=O)C.O. The product is [Br:1][C:2]1[CH:3]=[C:4]([C:17]([O:19][CH3:20])=[O:18])[C:5]2[C:6]([CH3:15])=[CH:7][N:8]([CH:11]([CH2:13][CH3:14])[CH3:12])[C:9]=2[CH:10]=1. (8) The reactants are [NH2:1][NH2:2].Cl[C:4]1[C:5]([C:11]#[N:12])=[N:6][C:7]([I:10])=[CH:8][N:9]=1. The catalyst is C(O)CCC. The product is [I:10][C:7]1[N:6]=[C:5]2[C:11]([NH2:12])=[N:2][NH:1][C:4]2=[N:9][CH:8]=1. The yield is 0.860.